From a dataset of Catalyst prediction with 721,799 reactions and 888 catalyst types from USPTO. Predict which catalyst facilitates the given reaction. Reactant: [OH:1][P:2]([O-:5])([O-:4])=[O:3].[Na+:6].[Na+].[OH:8][P:9]([O-:12])([OH:11])=[O:10].[Na+].C(N(CC(O)=O)CC(O)=O)CN(CC(O)=O)CC(O)=O.[OH-].[Na+]. Product: [OH:3][P:2]([O-:5])([O-:4])=[O:1].[Na+:6].[Na+:6].[O-:10][P:9]([O:12][P:2]([O-:4])([O-:3])=[O:1])(=[O:11])[O-:8].[Na+:6].[Na+:6].[Na+:6].[Na+:6]. The catalyst class is: 6.